From a dataset of Catalyst prediction with 721,799 reactions and 888 catalyst types from USPTO. Predict which catalyst facilitates the given reaction. (1) Reactant: C(OC(=O)[NH:7][C:8]1[CH:13]=[C:12]([N:14]([CH3:16])[CH3:15])[C:11]([C:17]([F:20])([F:19])[F:18])=[CH:10][C:9]=1[NH:21][C:22](=[O:46])[CH2:23][C:24](=O)[C:25]1[CH:30]=[CH:29][CH:28]=[C:27]([N:31]2[C:35]([CH2:36][CH2:37][O:38]C3CCCCO3)=[CH:34][N:33]=[N:32]2)[CH:26]=1)(C)(C)C.C(O)(C(F)(F)F)=O. Product: [CH3:15][N:14]([CH3:16])[C:12]1[C:11]([C:17]([F:18])([F:20])[F:19])=[CH:10][C:9]2[NH:21][C:22](=[O:46])[CH2:23][C:24]([C:25]3[CH:30]=[CH:29][CH:28]=[C:27]([N:31]4[C:35]([CH2:36][CH2:37][OH:38])=[CH:34][N:33]=[N:32]4)[CH:26]=3)=[N:7][C:8]=2[CH:13]=1. The catalyst class is: 2. (2) Reactant: [O:1]1[C:5]2[CH:6]=[CH:7][C:8]([C:10]3[C:11]([C:19]4[CH:24]=[CH:23][CH:22]=[C:21]([CH3:25])[N:20]=4)=[N:12][N:13]([CH2:15][CH2:16][CH2:17][NH2:18])[CH:14]=3)=[CH:9][C:4]=2[O:3][CH2:2]1.C(N(CC)CC)C.[CH3:33][S:34](Cl)(=[O:36])=[O:35]. Product: [C:10]([C:14]#[N:13])([CH3:8])=[O:35].[O:1]1[C:5]2[CH:6]=[CH:7][C:8]([C:10]3[C:11]([C:19]4[CH:24]=[CH:23][CH:22]=[C:21]([CH3:25])[N:20]=4)=[N:12][N:13]([CH2:15][CH2:16][CH2:17][NH:18][S:34]([CH3:33])(=[O:36])=[O:35])[CH:14]=3)=[CH:9][C:4]=2[O:3][CH2:2]1. The catalyst class is: 2. (3) Product: [C:13]([C:18]1[NH:6][C:4](=[O:5])[NH:3][N:2]=1)([CH3:17])([CH3:14])[CH3:12]. Reactant: Cl.[NH2:2][NH:3][C:4]([NH2:6])=[O:5].C([O-])(O)=O.[Na+].[CH3:12][C:13]([CH3:18])([CH3:17])[C:14](Cl)=O.[OH-].[Na+].Cl. The catalyst class is: 6.